From a dataset of Reaction yield outcomes from USPTO patents with 853,638 reactions. Predict the reaction yield, written as a fraction of the theoretical maximum amount of product (1.0 means a 100% yield; for example, 0.34 means a 34% yield). (1) The reactants are [C:1]1([S:11]([C:14]2[C:22]3[C:17](=[CH:18][CH:19]=[C:20]([O:23][CH2:24][CH2:25]OS(C4C=CC(C)=CC=4)(=O)=O)[CH:21]=3)[NH:16][N:15]=2)(=[O:13])=[O:12])[C:10]2[C:5](=[CH:6][CH:7]=[CH:8][CH:9]=2)[CH:4]=[CH:3][CH:2]=1.C1COCC1.[CH3:42][NH:43][CH3:44]. No catalyst specified. The product is [CH3:42][N:43]([CH3:44])[CH2:25][CH2:24][O:23][C:20]1[CH:21]=[C:22]2[C:17](=[CH:18][CH:19]=1)[NH:16][N:15]=[C:14]2[S:11]([C:1]1[C:10]2[C:5](=[CH:6][CH:7]=[CH:8][CH:9]=2)[CH:4]=[CH:3][CH:2]=1)(=[O:13])=[O:12]. The yield is 0.734. (2) The reactants are N(C(N1CCCCC1)=O)=NC(N1CCCCC1)=O.[OH:19][C:20]1[CH:21]=[C:22]2[C:26](=[CH:27][CH:28]=1)[NH:25][C:24]([CH2:29][CH:30]([CH3:35])[C:31]([O:33]C)=[O:32])=[CH:23]2.O[CH2:37][CH2:38][CH2:39][NH:40][C:41]1[CH:46]=[CH:45][CH:44]=[CH:43][N:42]=1.C(P(CCCC)CCCC)CCC. The catalyst is O1CCCC1. The product is [CH3:35][CH:30]([CH2:29][C:24]1[NH:25][C:26]2[C:22]([CH:23]=1)=[CH:21][C:20]([O:19][CH2:37][CH2:38][CH2:39][NH:40][C:41]1[CH:46]=[CH:45][CH:44]=[CH:43][N:42]=1)=[CH:28][CH:27]=2)[C:31]([OH:33])=[O:32]. The yield is 0.150.